Dataset: Peptide-MHC class I binding affinity with 185,985 pairs from IEDB/IMGT. Task: Regression. Given a peptide amino acid sequence and an MHC pseudo amino acid sequence, predict their binding affinity value. This is MHC class I binding data. (1) The peptide sequence is PLWESATEV. The MHC is HLA-A02:01 with pseudo-sequence HLA-A02:01. The binding affinity (normalized) is 0.528. (2) The binding affinity (normalized) is 0.274. The peptide sequence is APAPAAPTP. The MHC is HLA-B07:02 with pseudo-sequence HLA-B07:02. (3) The peptide sequence is FKDLFVVYR. The MHC is HLA-A01:01 with pseudo-sequence HLA-A01:01. The binding affinity (normalized) is 0.390. (4) The binding affinity (normalized) is 0.267. The MHC is HLA-B18:01 with pseudo-sequence HLA-B18:01. The peptide sequence is IAMESIVIW.